From a dataset of Forward reaction prediction with 1.9M reactions from USPTO patents (1976-2016). Predict the product of the given reaction. (1) Given the reactants [CH2:1]([O:3][C:4](=[O:22])[CH2:5][C:6]1[CH:11]=[CH:10][CH:9]=[C:8]([O:12][C:13]2[CH:18]=[CH:17][C:16]([F:19])=[CH:15][C:14]=2[CH:20]=[O:21])[CH:7]=1)[CH3:2].[BH4-].[Na+], predict the reaction product. The product is: [CH2:1]([O:3][C:4](=[O:22])[CH2:5][C:6]1[CH:11]=[CH:10][CH:9]=[C:8]([O:12][C:13]2[CH:18]=[CH:17][C:16]([F:19])=[CH:15][C:14]=2[CH2:20][OH:21])[CH:7]=1)[CH3:2]. (2) Given the reactants [CH3:1][O:2][C:3](=[O:15])[CH:4]([C:6]1[CH:11]=[CH:10][C:9]([O:12]C)=[CH:8][C:7]=1[F:14])[CH3:5], predict the reaction product. The product is: [CH3:1][O:2][C:3](=[O:15])[CH:4]([C:6]1[CH:11]=[CH:10][C:9]([OH:12])=[CH:8][C:7]=1[F:14])[CH3:5].